The task is: Predict the product of the given reaction.. This data is from Forward reaction prediction with 1.9M reactions from USPTO patents (1976-2016). (1) Given the reactants Cl[C:2]1[CH:3]=[CH:4][C:5]([N+:9]([O-:11])=[O:10])=[C:6]([CH:8]=1)[NH2:7].[NH:12]1[CH2:17][CH2:16][O:15][CH2:14][CH2:13]1.C(=O)([O-])[O-].[K+].[K+], predict the reaction product. The product is: [O:15]1[CH2:16][CH2:17][N:12]([C:2]2[CH:3]=[CH:4][C:5]([N+:9]([O-:11])=[O:10])=[C:6]([CH:8]=2)[NH2:7])[CH2:13][CH2:14]1. (2) Given the reactants Br[C:2]1[CH:3]=[CH:4][C:5]([S:8]([N:11]([CH2:13][CH2:14][C:15]([NH2:17])=[O:16])[CH3:12])(=[O:10])=[O:9])=[N:6][CH:7]=1.[F:18][C:19]1[CH:27]=[C:26]2[C:22]([C:23](B3OC(C)(C)C(C)(C)O3)=[CH:24][N:25]2[C:28]([O:30][C:31]([CH3:34])([CH3:33])[CH3:32])=[O:29])=[CH:21][CH:20]=1, predict the reaction product. The product is: [NH2:17][C:15](=[O:16])[CH2:14][CH2:13][N:11]([CH3:12])[S:8]([C:5]1[N:6]=[CH:7][C:2]([C:23]2[C:22]3[C:26](=[CH:27][C:19]([F:18])=[CH:20][CH:21]=3)[N:25]([C:28]([O:30][C:31]([CH3:34])([CH3:33])[CH3:32])=[O:29])[CH:24]=2)=[CH:3][CH:4]=1)(=[O:10])=[O:9]. (3) Given the reactants P(=O)(O)(O)O.C(O)(=O)C.[F:10][C:11]1[C:16]([C:17](O)([CH3:19])[CH3:18])=[CH:15][CH:14]=[CH:13][N:12]=1.C([O-])([O-])=O.[Na+].[Na+], predict the reaction product. The product is: [F:10][C:11]1[C:16]([C:17]([CH3:19])=[CH2:18])=[CH:15][CH:14]=[CH:13][N:12]=1. (4) Given the reactants CC1(C)C(C)(C)OB([C:9]2[CH:26]=[CH:25][C:12]3[CH2:13][CH2:14][N:15]([C:18]([O:20][C:21]([CH3:24])([CH3:23])[CH3:22])=[O:19])[CH2:16][CH2:17][C:11]=3[CH:10]=2)O1.Br[C:29]1[CH:36]=[CH:35][C:32]([C:33]#[N:34])=[CH:31][CH:30]=1.C(=O)([O-])[O-].[Na+].[Na+].COCCOC.O.C(O)C, predict the reaction product. The product is: [C:33]([C:32]1[CH:35]=[CH:36][C:29]([C:9]2[CH:26]=[CH:25][C:12]3[CH2:13][CH2:14][N:15]([C:18]([O:20][C:21]([CH3:23])([CH3:24])[CH3:22])=[O:19])[CH2:16][CH2:17][C:11]=3[CH:10]=2)=[CH:30][CH:31]=1)#[N:34].